Dataset: Catalyst prediction with 721,799 reactions and 888 catalyst types from USPTO. Task: Predict which catalyst facilitates the given reaction. (1) Reactant: Br[C:2]1[C:3]([CH3:11])=[C:4]([C:7]([F:10])=[CH:8][CH:9]=1)[C:5]#[N:6].[CH2:12]([Sn](CCCC)(CCCC)C=C)[CH2:13]CC.[Li+].[Cl-]. Product: [CH:12]([C:2]1[C:3]([CH3:11])=[C:4]([C:7]([F:10])=[CH:8][CH:9]=1)[C:5]#[N:6])=[CH2:13]. The catalyst class is: 109. (2) Reactant: I[C:2]1[CH:7]=[CH:6][CH:5]=[CH:4][C:3]=1[I:8].[Br:9][C:10]1[CH:11]=[CH:12][C:13]([O:19][CH3:20])=[C:14](B(O)O)[CH:15]=1.C(=O)([O-])[O-].[K+].[K+]. Product: [Br:9][C:10]1[CH:15]=[CH:14][C:13]([O:19][CH3:20])=[C:12]([C:2]2[CH:7]=[CH:6][CH:5]=[CH:4][C:3]=2[I:8])[CH:11]=1. The catalyst class is: 837. (3) Reactant: C(OC([NH:8][C@H:9]([C:24]([O:26][CH3:27])=[O:25])[CH2:10][C:11]1[C:19]2[C:14](=[CH:15][CH:16]=[CH:17][CH:18]=2)[N:13]([CH2:20][CH2:21][CH2:22][CH3:23])[CH:12]=1)=O)(C)(C)C.[ClH:28].O1CCOCC1. Product: [ClH:28].[CH2:20]([N:13]1[C:14]2[C:19](=[CH:18][CH:17]=[CH:16][CH:15]=2)[C:11]([CH2:10][C@@H:9]([C:24]([O:26][CH3:27])=[O:25])[NH2:8])=[CH:12]1)[CH2:21][CH2:22][CH3:23]. The catalyst class is: 2. (4) Reactant: [C:1]([O:5][C:6]([NH:8][C@H:9]([C:29]([O:31][C:32]([CH3:35])([CH3:34])[CH3:33])=[O:30])[CH2:10][C@H:11]([CH2:19][C:20]1[CH:25]=[CH:24][C:23]([N+:26]([O-])=O)=[CH:22][CH:21]=1)[C:12]([O:14][C:15]([CH3:18])([CH3:17])[CH3:16])=[O:13])=[O:7])([CH3:4])([CH3:3])[CH3:2]. Product: [NH2:26][C:23]1[CH:22]=[CH:21][C:20]([CH2:19][C@H:11]([C:12]([O:14][C:15]([CH3:18])([CH3:17])[CH3:16])=[O:13])[CH2:10][C@@H:9]([C:29]([O:31][C:32]([CH3:33])([CH3:34])[CH3:35])=[O:30])[NH:8][C:6]([O:5][C:1]([CH3:2])([CH3:3])[CH3:4])=[O:7])=[CH:25][CH:24]=1. The catalyst class is: 19. (5) Reactant: [O:1]1[CH2:6][CH2:5][N:4]([CH2:7][CH2:8][CH2:9][NH:10][C:11](=[O:30])[NH:12][C:13]2[S:17][N:16]=[C:15]([C:18]3[CH:23]=[CH:22][C:21]([N+:24]([O-])=O)=[CH:20][CH:19]=3)[C:14]=2[C:27]([NH2:29])=[O:28])[CH2:3][CH2:2]1.[H][H]. Product: [NH2:24][C:21]1[CH:20]=[CH:19][C:18]([C:15]2[C:14]([C:27]([NH2:29])=[O:28])=[C:13]([NH:12][C:11]([NH:10][CH2:9][CH2:8][CH2:7][N:4]3[CH2:3][CH2:2][O:1][CH2:6][CH2:5]3)=[O:30])[S:17][N:16]=2)=[CH:23][CH:22]=1. The catalyst class is: 663.